Predict the reaction yield, written as a fraction of the theoretical maximum amount of product (1.0 means a 100% yield; for example, 0.34 means a 34% yield). From a dataset of Reaction yield outcomes from USPTO patents with 853,638 reactions. (1) The reactants are [F:1][C:2]1[C:3]([O:16]C)=[C:4]([C@@H:9]2[C@H:14]3[C@@H:10]2[CH2:11]O[C:13]3=[O:15])[C:5]([F:8])=[CH:6][CH:7]=1.[BrH:18].CC(O)=O. The catalyst is O. The product is [Br:18][CH2:11][C@H:10]1[C@@H:9]2[C@H:14]1[C:13](=[O:15])[O:16][C:3]1[C:2]([F:1])=[CH:7][CH:6]=[C:5]([F:8])[C:4]=12. The yield is 0.980. (2) The reactants are [NH:1]1[C:9]2[C:4](=[CH:5][CH:6]=[CH:7][CH:8]=2)[CH2:3][C:2]1=[O:10].[CH:11]([C:13]1[NH:17][C:16]([C:18]([OH:20])=[O:19])=[CH:15][C:14]=1[CH3:21])=O. No catalyst specified. The product is [CH3:21][C:14]1[CH:15]=[C:16]([C:18]([OH:20])=[O:19])[NH:17][C:13]=1[CH:11]=[C:3]1[C:4]2[C:9](=[CH:8][CH:7]=[CH:6][CH:5]=2)[NH:1][C:2]1=[O:10]. The yield is 1.00. (3) The reactants are [CH3:1][C:2]1[N:7]([C:8]2[CH:13]=[CH:12][CH:11]=[C:10]([C:14]([F:17])([F:16])[F:15])[CH:9]=2)[C:6](=[O:18])[C:5]([C:19](O)=[O:20])=[CH:4][CH:3]=1.[I:22]N1C(=O)CCC1=O.O=S(Cl)Cl.CCN(C(C)C)C(C)C.[CH2:43]([NH2:46])[C:44]#[CH:45]. The catalyst is C(Cl)Cl.C(O)(C(F)(F)F)=O. The product is [CH2:43]([NH:46][C:19]([C:5]1[C:6](=[O:18])[N:7]([C:8]2[CH:13]=[CH:12][CH:11]=[C:10]([C:14]([F:15])([F:16])[F:17])[CH:9]=2)[C:2]([CH3:1])=[C:3]([I:22])[CH:4]=1)=[O:20])[C:44]#[CH:45]. The yield is 5.80. (4) The reactants are [CH2:1]([O:3][C:4]([C:6]1[C:15](=[O:16])[C:14]2[C:9](=[C:10](Br)[CH:11]=[CH:12][C:13]=2[O:17][CH3:18])[NH:8][CH:7]=1)=[O:5])[CH3:2].C([O-])(=O)C.[Na+]. The catalyst is C(O)(=O)C.[Pd]. The product is [CH2:1]([O:3][C:4]([C:6]1[C:15](=[O:16])[C:14]2[C:9](=[CH:10][CH:11]=[CH:12][C:13]=2[O:17][CH3:18])[NH:8][CH:7]=1)=[O:5])[CH3:2]. The yield is 0.570. (5) The reactants are [Cl:1][C:2]1[CH:7]=[CH:6][C:5]([O:8][C:9]2[CH:14]=[CH:13][C:12](I)=[CH:11][C:10]=2[O:16][CH3:17])=[CH:4][C:3]=1[Cl:18].C([O-])(=O)C.[K+].[CH3:24][C:25]1([CH3:41])[C:29]([CH3:31])([CH3:30])[O:28][B:27]([B:27]2[O:28][C:29]([CH3:31])([CH3:30])[C:25]([CH3:41])([CH3:24])[O:26]2)[O:26]1. The catalyst is O1CCOCC1.C1C=CC(P(C2C=CC=CC=2)[C-]2C=CC=C2)=CC=1.C1C=CC(P(C2C=CC=CC=2)[C-]2C=CC=C2)=CC=1.Cl[Pd]Cl.[Fe+2]. The product is [Cl:18][C:3]1[CH:4]=[C:5]([CH:6]=[CH:7][C:2]=1[Cl:1])[O:8][C:9]1[CH:14]=[CH:13][C:12]([B:27]2[O:28][C:29]([CH3:31])([CH3:30])[C:25]([CH3:41])([CH3:24])[O:26]2)=[CH:11][C:10]=1[O:16][CH3:17]. The yield is 0.110.